From a dataset of Full USPTO retrosynthesis dataset with 1.9M reactions from patents (1976-2016). Predict the reactants needed to synthesize the given product. (1) Given the product [O:1]1[CH2:5][CH2:4][O:3][CH:2]1[C:6]1[CH:27]=[C:9]2[C:10]([C:16](=[O:26])[CH2:17][C:18]3[C:19]([Cl:25])=[CH:20][N:21]=[CH:22][C:23]=3[Cl:24])=[CH:11][CH:12]=[C:13]([O:14][CH3:15])[N:8]2[N:7]=1, predict the reactants needed to synthesize it. The reactants are: [O:1]1[CH2:5][CH2:4][O:3][CH:2]1[C:6]1[CH:27]=[C:9]2[C:10]([CH:16]([OH:26])[CH2:17][C:18]3[C:23]([Cl:24])=[CH:22][N:21]=[CH:20][C:19]=3[Cl:25])=[CH:11][CH:12]=[C:13]([O:14][CH3:15])[N:8]2[N:7]=1.CC(OI1(OC(C)=O)(OC(C)=O)OC(=O)C2C=CC=CC1=2)=O.C(=O)([O-])O.[Na+]. (2) Given the product [F:1][C:2]1[CH:17]=[CH:16][CH:15]=[CH:14][C:3]=1[CH2:4][C:5]1[C:13]2[C:8](=[N:9][CH:10]=[CH:11][CH:12]=2)[N:7]([C:19]2[N:24]=[C:23]([NH2:25])[N:22]=[C:21]([NH2:26])[N:20]=2)[N:6]=1, predict the reactants needed to synthesize it. The reactants are: [F:1][C:2]1[CH:17]=[CH:16][CH:15]=[CH:14][C:3]=1[CH2:4][C:5]1[C:13]2[C:8](=[N:9][CH:10]=[CH:11][CH:12]=2)[NH:7][N:6]=1.Cl[C:19]1[N:24]=[C:23]([NH2:25])[N:22]=[C:21]([NH2:26])[N:20]=1.C1(P(C2CCCCC2)C2C=CC=CC=2C2C(C(C)C)=CC(C(C)C)=CC=2C(C)C)CCCCC1.C(=O)([O-])[O-].[Cs+].[Cs+]. (3) Given the product [CH3:1][O:2][S:3]([O-:6])(=[O:5])=[O:4].[NH2:18][C:15]1[CH:14]=[CH:13][C:12]([N:11]([CH3:21])[CH2:10][CH2:9][N+:8]([CH3:23])([CH3:22])[CH3:7])=[CH:17][CH:16]=1, predict the reactants needed to synthesize it. The reactants are: [CH3:1][O:2][S:3]([O-:6])(=[O:5])=[O:4].[CH3:7][N+:8]([CH3:23])([CH3:22])[CH2:9][CH2:10][N:11]([CH3:21])[C:12]1[CH:17]=[CH:16][C:15]([N+:18]([O-])=O)=[CH:14][CH:13]=1.[H][H]. (4) Given the product [CH2:12]([O:13][C:14]([C:16]1[C:17]([CH3:19])=[N:10][N:9]([C:5]2[CH:6]=[CH:7][CH:8]=[C:3]([Cl:2])[CH:4]=2)[C:20]=1[CH3:22])=[O:15])[CH3:11], predict the reactants needed to synthesize it. The reactants are: Cl.[Cl:2][C:3]1[CH:4]=[C:5]([NH:9][NH2:10])[CH:6]=[CH:7][CH:8]=1.[CH3:11][CH2:12][O:13][C:14]([CH:16]([C:20]([CH3:22])=O)[C:17]([CH3:19])=O)=[O:15]. (5) Given the product [Cl:1][C:2]1[CH:7]=[CH:6][C:5]([N:8]2[CH2:13][CH2:12][N:11]([C:14](=[O:26])[CH2:15][N:16]3[C:20]4=[N:21][CH:22]=[CH:23][CH:24]=[C:19]4[C:18]([C:29]#[N:30])=[N:17]3)[CH2:10][CH2:9]2)=[CH:4][C:3]=1[O:27][CH3:28], predict the reactants needed to synthesize it. The reactants are: [Cl:1][C:2]1[CH:7]=[CH:6][C:5]([N:8]2[CH2:13][CH2:12][N:11]([C:14](=[O:26])[CH2:15][N:16]3[C:20]4=[N:21][CH:22]=[CH:23][CH:24]=[C:19]4[C:18](I)=[N:17]3)[CH2:10][CH2:9]2)=[CH:4][C:3]=1[O:27][CH3:28].[C:29]([Cu])#[N:30].